Dataset: Reaction yield outcomes from USPTO patents with 853,638 reactions. Task: Predict the reaction yield, written as a fraction of the theoretical maximum amount of product (1.0 means a 100% yield; for example, 0.34 means a 34% yield). (1) The reactants are [OH:1][C:2]1[CH:10]=[CH:9][CH:8]=[C:7]2[C:3]=1[CH:4]=[C:5]([CH3:11])[NH:6]2.[H-].[Na+].[CH2:14](Br)[C:15]1[CH:20]=[CH:19][CH:18]=[CH:17][CH:16]=1. The catalyst is CN(C=O)C.C(OCC)(=O)C. The product is [CH2:14]([N:6]1[C:7]2[C:3](=[C:2]([O:1][CH2:4][C:3]3[CH:7]=[CH:8][CH:9]=[CH:10][CH:2]=3)[CH:10]=[CH:9][CH:8]=2)[CH:4]=[C:5]1[CH3:11])[C:15]1[CH:20]=[CH:19][CH:18]=[CH:17][CH:16]=1. The yield is 0.720. (2) The reactants are Br[C:2]1[CH:7]=[CH:6][CH:5]=[CH:4][C:3]=1[CH:8]1[C:17]([CH3:19])([CH3:18])[CH2:16][C:15]2[C:10](=[CH:11][CH:12]=[C:13]([C:20]([OH:22])=[O:21])[CH:14]=2)[NH:9]1.[CH3:23][C:24]([C:27]([OH:29])=[O:28])([CH3:26])[NH2:25].C(=O)([O-])[O-].[K+].[K+]. The catalyst is CS(C)=O.[Cu]I. The product is [C:27]([C:24]([NH:25][C:2]1[CH:7]=[CH:6][CH:5]=[CH:4][C:3]=1[CH:8]1[C:17]([CH3:19])([CH3:18])[CH2:16][C:15]2[C:10](=[CH:11][CH:12]=[C:13]([C:20]([OH:22])=[O:21])[CH:14]=2)[NH:9]1)([CH3:26])[CH3:23])([OH:29])=[O:28]. The yield is 0.800. (3) The reactants are [CH:1]([C:3]1[O:7][C:6]([C:8]2[CH:9]=[N:10][CH:11]=[C:12]([CH:20]=2)[C:13]([NH:15][CH2:16][CH2:17][CH2:18][OH:19])=[O:14])=[CH:5][CH:4]=1)=O.[S:21]1[CH2:25][C:24](=[O:26])[NH:23][C:22]1=[O:27]. The catalyst is C(O)C.N1CCCCC1. The product is [O:27]=[C:22]1[NH:23][C:24](=[O:26])[C:25](=[CH:1][C:3]2[O:7][C:6]([C:8]3[CH:9]=[N:10][CH:11]=[C:12]([CH:20]=3)[C:13]([NH:15][CH2:16][CH2:17][CH2:18][OH:19])=[O:14])=[CH:5][CH:4]=2)[S:21]1. The yield is 0.760. (4) The reactants are [NH2:1][C:2]1[C:3]([C:10]([O:12]C)=[O:11])=[N:4][C:5]([CH3:9])=[C:6]([CH3:8])[N:7]=1.CO.O.[OH-].[Li+:18]. The catalyst is O1CCCC1.O. The product is [NH2:1][C:2]1[C:3]([C:10]([O-:12])=[O:11])=[N:4][C:5]([CH3:9])=[C:6]([CH3:8])[N:7]=1.[Li+:18]. The yield is 0.930. (5) The reactants are [CH3:1][O:2][C:3]1[CH:30]=[C:29]([O:31][CH3:32])[CH:28]=[CH:27][C:4]=1[CH2:5][N:6]1[C:14](=O)[C:13]2[C:8](=[CH:9][CH:10]=[CH:11][C:12]=2[O:16][CH2:17][CH2:18][CH2:19][N:20]2[CH2:25][CH2:24][O:23][CH2:22][CH2:21]2)[C:7]1=O.[H-].[Al+3].[Li+].[H-].[H-].[H-].C1COCC1. No catalyst specified. The product is [CH3:1][O:2][C:3]1[CH:30]=[C:29]([O:31][CH3:32])[CH:28]=[CH:27][C:4]=1[CH2:5][N:6]1[CH2:14][C:13]2[C:8](=[CH:9][CH:10]=[CH:11][C:12]=2[O:16][CH2:17][CH2:18][CH2:19][N:20]2[CH2:25][CH2:24][O:23][CH2:22][CH2:21]2)[CH2:7]1. The yield is 0.830. (6) The yield is 0.540. The product is [CH2:15]([N:22]1[CH2:26][CH2:25][C:24]([C:2]2[CH:7]=[CH:6][CH:5]=[CH:4][C:3]=2[CH2:8][OH:9])([OH:27])[CH2:23]1)[C:16]1[CH:17]=[CH:18][CH:19]=[CH:20][CH:21]=1. The catalyst is CCCCCC.C1COCC1. The reactants are I[C:2]1[CH:7]=[CH:6][CH:5]=[CH:4][C:3]=1[CH2:8][OH:9].C([Li])CCC.[CH2:15]([N:22]1[CH2:26][CH2:25][C:24](=[O:27])[CH2:23]1)[C:16]1[CH:21]=[CH:20][CH:19]=[CH:18][CH:17]=1. (7) The reactants are [CH2:1]([O:8][C:9]([NH:11][C:12]1[C:17](=[O:18])[N:16]([CH2:19][CH:20]=[O:21])[C:15]([C:22]2[CH:27]=[CH:26][CH:25]=[CH:24][CH:23]=2)=[N:14][CH:13]=1)=[O:10])[C:2]1[CH:7]=[CH:6][CH:5]=[CH:4][CH:3]=1.CC(=CC)C.Cl([O-])=[O:34].[Na+].O.P([O-])(O)(O)=O.[Na+]. The catalyst is O1CCCC1.C(O)(C)(C)C.O.[Au]. The product is [CH2:1]([O:8][C:9]([NH:11][C:12]1[C:17](=[O:18])[N:16]([CH2:19][C:20]([OH:34])=[O:21])[C:15]([C:22]2[CH:27]=[CH:26][CH:25]=[CH:24][CH:23]=2)=[N:14][CH:13]=1)=[O:10])[C:2]1[CH:3]=[CH:4][CH:5]=[CH:6][CH:7]=1. The yield is 0.880. (8) The reactants are [I:1][C:2]1[C:10]2[C:5](=[N:6][CH:7]=[N:8][C:9]=2[NH2:11])[NH:4][N:3]=1.F[C:13]1[CH:18]=[CH:17][C:16]([N+:19]([O-:21])=[O:20])=[CH:15][N:14]=1.C([O-])([O-])=O.[K+].[K+].O. The catalyst is CN(C=O)C. The product is [I:1][C:2]1[C:10]2[C:5](=[N:6][CH:7]=[N:8][C:9]=2[NH2:11])[N:4]([C:13]2[CH:18]=[CH:17][C:16]([N+:19]([O-:21])=[O:20])=[CH:15][N:14]=2)[N:3]=1. The yield is 0.680.